From a dataset of Full USPTO retrosynthesis dataset with 1.9M reactions from patents (1976-2016). Predict the reactants needed to synthesize the given product. Given the product [CH2:9]([O:30][C:55]1[N:56]=[CH:57][C:58]([C:59]([O:61][CH3:62])=[O:60])=[CH:63][CH:64]=1)[C:10]1[CH:15]=[CH:14][CH:13]=[CH:12][CH:11]=1, predict the reactants needed to synthesize it. The reactants are: O[C@H]1CCCC[C@@H]1N1C[C:15]2[C:14]3C=CC=C[C:13]=3[C:12](CC3C=NC(SC)=CC=3)=[CH:11][C:10]=2[C:9]1=[O:30].BrC1C2C=CC=CC=2C2CN([C@H]3CCCC[C@@H]3O)C(=O)C=2C=1.CS[C:55]1[CH:64]=[CH:63][C:58]([C:59]([O:61][CH3:62])=[O:60])=[CH:57][N:56]=1.